Dataset: Full USPTO retrosynthesis dataset with 1.9M reactions from patents (1976-2016). Task: Predict the reactants needed to synthesize the given product. Given the product [CH3:18][C:9]([CH3:19])([CH2:10][O:11][CH:12]1[CH2:17][CH2:16][CH2:15][CH2:14][O:13]1)[CH2:8][CH2:7][CH2:6][CH2:5][C:1]#[N:2], predict the reactants needed to synthesize it. The reactants are: [C-:1]#[N:2].[Na+].Br[CH2:5][CH2:6][CH2:7][CH2:8][C:9]([CH3:19])([CH3:18])[CH2:10][O:11][CH:12]1[CH2:17][CH2:16][CH2:15][CH2:14][O:13]1.O.